From a dataset of Forward reaction prediction with 1.9M reactions from USPTO patents (1976-2016). Predict the product of the given reaction. Given the reactants [NH2:1][CH2:2][C:3]1[C:12](=[O:13])[C:11]2[C:6](=[CH:7][C:8]([Cl:14])=[CH:9][CH:10]=2)[N:5]([C:15]2[CH:20]=[CH:19][CH:18]=[CH:17][CH:16]=2)[CH:4]=1.[NH:21]1[C:25]2[CH:26]=[CH:27][C:28]([C:30](O)=[O:31])=[CH:29][C:24]=2[N:23]=[CH:22]1, predict the reaction product. The product is: [Cl:14][C:8]1[CH:7]=[C:6]2[C:11]([C:12](=[O:13])[C:3]([CH2:2][NH:1][C:30]([C:28]3[CH:27]=[CH:26][C:25]4[N:21]=[CH:22][NH:23][C:24]=4[CH:29]=3)=[O:31])=[CH:4][N:5]2[C:15]2[CH:16]=[CH:17][CH:18]=[CH:19][CH:20]=2)=[CH:10][CH:9]=1.